From a dataset of NCI-60 drug combinations with 297,098 pairs across 59 cell lines. Regression. Given two drug SMILES strings and cell line genomic features, predict the synergy score measuring deviation from expected non-interaction effect. (1) Drug 1: C1=NC(=NC(=O)N1C2C(C(C(O2)CO)O)O)N. Drug 2: C1CC(=O)NC(=O)C1N2C(=O)C3=CC=CC=C3C2=O. Cell line: NCIH23. Synergy scores: CSS=5.04, Synergy_ZIP=-1.69, Synergy_Bliss=-1.61, Synergy_Loewe=-5.93, Synergy_HSA=-2.19. (2) Drug 1: C1=CC(=CC=C1CC(C(=O)O)N)N(CCCl)CCCl.Cl. Drug 2: CC1CCCC2(C(O2)CC(NC(=O)CC(C(C(=O)C(C1O)C)(C)C)O)C(=CC3=CSC(=N3)C)C)C. Cell line: A498. Synergy scores: CSS=1.86, Synergy_ZIP=-0.891, Synergy_Bliss=-0.249, Synergy_Loewe=-5.08, Synergy_HSA=-3.59. (3) Drug 1: C(CC(=O)O)C(=O)CN.Cl. Drug 2: COC1=C2C(=CC3=C1OC=C3)C=CC(=O)O2. Cell line: NCI-H460. Synergy scores: CSS=5.13, Synergy_ZIP=-3.19, Synergy_Bliss=-2.71, Synergy_Loewe=-3.76, Synergy_HSA=-4.31. (4) Drug 1: CC1C(C(CC(O1)OC2CC(CC3=C2C(=C4C(=C3O)C(=O)C5=C(C4=O)C(=CC=C5)OC)O)(C(=O)C)O)N)O.Cl. Drug 2: CCN(CC)CCCC(C)NC1=C2C=C(C=CC2=NC3=C1C=CC(=C3)Cl)OC. Synergy scores: CSS=57.2, Synergy_ZIP=-0.534, Synergy_Bliss=5.98, Synergy_Loewe=-7.12, Synergy_HSA=6.88. Cell line: OVCAR-8. (5) Drug 2: C1CC(C1)(C(=O)O)C(=O)O.[NH2-].[NH2-].[Pt+2]. Cell line: OVCAR-8. Synergy scores: CSS=52.8, Synergy_ZIP=-0.902, Synergy_Bliss=-1.53, Synergy_Loewe=-15.4, Synergy_HSA=1.41. Drug 1: CC1=C2C(C(=O)C3(C(CC4C(C3C(C(C2(C)C)(CC1OC(=O)C(C(C5=CC=CC=C5)NC(=O)OC(C)(C)C)O)O)OC(=O)C6=CC=CC=C6)(CO4)OC(=O)C)OC)C)OC.